Task: Predict which catalyst facilitates the given reaction.. Dataset: Catalyst prediction with 721,799 reactions and 888 catalyst types from USPTO (1) Reactant: Cl[C:2]1[N:7]2[CH:8]=[C:9]([CH3:11])[N:10]=[C:6]2[CH:5]=[N:4][C:3]=1[C:12]#[C:13][Si](C)(C)C.O.O.O.O.O.O.O.O.O.[S-2:27].[Na+].[Na+]. Product: [CH3:11][C:9]1[N:10]=[C:6]2[CH:5]=[N:4][C:3]3[CH:12]=[CH:13][S:27][C:2]=3[N:7]2[CH:8]=1. The catalyst class is: 9. (2) Reactant: C(N)CCC.[ClH:6].O=C[C@@H]([C@H]([C@@H]([C@@H](CO)O)O)O)O.[H][H].[CH2:21]([NH:25][CH2:26][C@@H:27]([C@H:29]([C@@H:31]([C@@H:33]([CH2:35][OH:36])[OH:34])[OH:32])[OH:30])[OH:28])[CH2:22][CH2:23][CH3:24]. Product: [ClH:6].[CH2:21]([NH:25][CH2:26][C@@H:27]([C@H:29]([C@@H:31]([C@@H:33]([CH2:35][OH:36])[OH:34])[OH:32])[OH:30])[OH:28])[CH2:22][CH2:23][CH3:24]. The catalyst class is: 63.